Dataset: Forward reaction prediction with 1.9M reactions from USPTO patents (1976-2016). Task: Predict the product of the given reaction. (1) The product is: [Cl:1][C:2]1[CH:3]=[C:4]([C:84]2[CH:85]=[CH:86][C:81]([C:80]([F:91])([F:90])[F:79])=[CH:82][CH:83]=2)[CH:5]=[C:6]([Cl:31])[C:7]=1[CH2:8][C@@H:9]1[CH2:13][CH2:12][N:11]([CH:14]2[CH2:22][CH2:21][CH2:20][C:19]3[NH:18][N:17]=[CH:16][C:15]2=3)[C:10]1=[O:30]. Given the reactants [Cl:1][C:2]1[CH:3]=[C:4](OS(C(F)(F)F)(=O)=O)[CH:5]=[C:6]([Cl:31])[C:7]=1[CH2:8][C@@H:9]1[CH2:13][CH2:12][N:11]([CH:14]2[CH2:22][CH2:21][CH2:20][C:19]3[N:18](S(C(F)(F)F)(=O)=O)[N:17]=[CH:16][C:15]2=3)[C:10]1=[O:30].ClC1C=C(OS(C(F)(F)F)(=O)=O)C=C(Cl)C=1C[C@@H]1CCN(C2CCCC3C2=CN(S(C(F)(F)F)(=O)=O)N=3)C1=O.[F:79][C:80]([F:91])([F:90])[C:81]1[CH:86]=[CH:85][C:84](B(O)O)=[CH:83][CH:82]=1.C(=O)([O-])[O-].[Na+].[Na+], predict the reaction product. (2) Given the reactants [F:1][C:2]1[CH:3]=[C:4]([OH:8])[CH:5]=[CH:6][CH:7]=1.[F:9][C:10]1[CH:11]=[C:12]([CH:15]=[CH:16][C:17]=1F)[CH:13]=[O:14], predict the reaction product. The product is: [F:9][C:10]1[CH:11]=[C:12]([CH:15]=[CH:16][C:17]=1[O:8][C:4]1[CH:5]=[CH:6][CH:7]=[C:2]([F:1])[CH:3]=1)[CH:13]=[O:14].